The task is: Predict the reactants needed to synthesize the given product.. This data is from Full USPTO retrosynthesis dataset with 1.9M reactions from patents (1976-2016). (1) The reactants are: I.[Cl:2][C:3]1[C:4]2[C:5]3[C:6](=[C:20]([CH3:23])[O:21][N:22]=3)[C:7](=[O:19])[N:8]([CH:13]3[CH2:18][CH2:17][CH2:16][NH:15][CH2:14]3)[C:9]=2[CH:10]=[CH:11][CH:12]=1.[N:24]1[CH:29]=[CH:28][CH:27]=[CH:26][C:25]=1[CH2:30][CH2:31][C:32](O)=[O:33].Cl.CN(C)CCCN=C=NCC.ON1C2N=CC=CC=2N=N1.C(N(CC)CC)C. Given the product [Cl:2][C:3]1[C:4]2[C:5]3[C:6](=[C:20]([CH3:23])[O:21][N:22]=3)[C:7](=[O:19])[N:8]([CH:13]3[CH2:18][CH2:17][CH2:16][N:15]([C:32](=[O:33])[CH2:31][CH2:30][C:25]4[CH:26]=[CH:27][CH:28]=[CH:29][N:24]=4)[CH2:14]3)[C:9]=2[CH:10]=[CH:11][CH:12]=1, predict the reactants needed to synthesize it. (2) Given the product [Cl:10][C:9]1[CH:8]=[CH:7][C:6]([C:11]2[C:12]([N:17]3[CH2:18][CH2:19][CH:20]([C:23]([O:25][CH3:26])=[O:24])[CH2:21][CH2:22]3)=[N:13][CH:14]=[CH:15][CH:16]=2)=[CH:5][C:4]=1[C:1]([NH:35][CH2:34][CH:27]1[CH2:33][CH2:32][CH2:31][CH2:30][CH2:29][CH2:28]1)=[O:2], predict the reactants needed to synthesize it. The reactants are: [C:1]([C:4]1[CH:5]=[C:6]([C:11]2[C:12]([N:17]3[CH2:22][CH2:21][CH:20]([C:23]([O:25][CH3:26])=[O:24])[CH2:19][CH2:18]3)=[N:13][CH:14]=[CH:15][CH:16]=2)[CH:7]=[CH:8][C:9]=1[Cl:10])(O)=[O:2].[CH:27]1([CH2:34][NH2:35])[CH2:33][CH2:32][CH2:31][CH2:30][CH2:29][CH2:28]1. (3) Given the product [CH3:8][C:4]1[CH:5]=[CH:6][CH:7]=[C:2]([CH3:1])[C:3]=1[N:9]1[C:13](=[O:14])[CH2:12][C@:11]([CH2:18][C:19]([CH3:21])=[CH2:20])([C:15]([OH:17])=[O:16])[CH2:10]1, predict the reactants needed to synthesize it. The reactants are: [CH3:1][C:2]1[CH:7]=[CH:6][CH:5]=[C:4]([CH3:8])[C:3]=1[N:9]1[C:13](=[O:14])[CH2:12][C:11]([CH2:18][C:19]([CH3:21])=[CH2:20])([C:15]([OH:17])=[O:16])[CH2:10]1.COC1C=C2[C@@]34[C@@H]5C[C@H]6C(CN5CC3)=CCO[C@H]3CC(=O)N([C@H]4[C@@H]63)C2=CC=1OC. (4) Given the product [Br:27][C:24]1[N:23]2[N:28]=[CH:29][N:30]=[C:22]2[C:21]([NH:20][C:17]2[CH:18]=[CH:19][C:14]([N:11]3[CH2:12][CH2:13][NH:8][CH2:9][C:10]3=[O:31])=[CH:15][CH:16]=2)=[N:26][CH:25]=1, predict the reactants needed to synthesize it. The reactants are: C(OC([N:8]1[CH2:13][CH2:12][N:11]([C:14]2[CH:19]=[CH:18][C:17]([NH:20][C:21]3[C:22]4[N:23]([N:28]=[CH:29][N:30]=4)[C:24]([Br:27])=[CH:25][N:26]=3)=[CH:16][CH:15]=2)[C:10](=[O:31])[CH2:9]1)=O)(C)(C)C.C(O)(C(F)(F)F)=O. (5) The reactants are: [N:1]1[C:9]2[C:4](=[N:5][CH:6]=[CH:7][CH:8]=2)[S:3][C:2]=1[C:10]1[CH:15]=[CH:14][CH:13]=[CH:12][C:11]=1[NH:16][C:17]([C:19]1C=C(OCCN2CCOCC2)C=[C:21]([C:34]2[CH:39]=[CH:38][CH:37]=[CH:36][CH:35]=2)[N:20]=1)=[O:18].[N:40]1([C:46]2[N:51]=C(C3C=CC=CC=3)N=C(C(O)=O)[CH:47]=2)[CH2:45][CH2:44][O:43][CH2:42][CH2:41]1.N1C2C(=NC=CC=2)SC=1C1C=CC=CC=1N. Given the product [N:1]1[C:9]2[C:4](=[N:5][CH:6]=[CH:7][CH:8]=2)[S:3][C:2]=1[C:10]1[CH:15]=[CH:14][CH:13]=[CH:12][C:11]=1[NH:16][C:17]([C:19]1[CH:47]=[C:46]([N:40]2[CH2:45][CH2:44][O:43][CH2:42][CH2:41]2)[N:51]=[C:21]([C:34]2[CH:39]=[CH:38][CH:37]=[CH:36][CH:35]=2)[N:20]=1)=[O:18], predict the reactants needed to synthesize it. (6) The reactants are: [NH2:1][C:2]1SC(C(C)C)=[C:5]([S:12][C:13]2[CH:18]=[CH:17][CH:16]=[CH:15][CH:14]=2)[C:6]=1[C:7](OCC)=O.[OH2:22].C1(C)[CH:28]=[CH:27][C:26]([S:29](O)(=O)=O)=CC=1.[C:34]1(C)C=CC=CC=1. Given the product [CH:26]([C:27]1[S:28][C:5]2[S:12][C:13]3[CH:14]=[CH:15][CH:16]=[CH:17][C:18]=3[NH:1][C:2](=[O:22])[C:6]=2[CH:7]=1)([CH3:34])[CH3:29], predict the reactants needed to synthesize it.